From a dataset of Reaction yield outcomes from USPTO patents with 853,638 reactions. Predict the reaction yield, written as a fraction of the theoretical maximum amount of product (1.0 means a 100% yield; for example, 0.34 means a 34% yield). (1) The reactants are Br[CH2:2][C:3]([C:5]1[C:10]([CH3:11])=[CH:9][C:8]([N:12]([CH3:14])[CH3:13])=[CH:7][C:6]=1[CH3:15])=O.[NH2:16][C:17]([NH2:19])=[S:18]. The catalyst is CCO. The product is [CH3:13][N:12]([CH3:14])[C:8]1[CH:9]=[C:10]([CH3:11])[C:5]([C:3]2[N:16]=[C:17]([NH2:19])[S:18][CH:2]=2)=[C:6]([CH3:15])[CH:7]=1. The yield is 0.610. (2) The reactants are [C:1]([C:4]1[C:9]([C:10]2[CH:15]=[CH:14][CH:13]=[CH:12][CH:11]=2)=[N:8][N:7]([CH2:16][CH3:17])[C:6](=[O:18])[C:5]=1[N+:19]([O-])=O)(=[O:3])[CH3:2].N[C:23]1[CH:24]=[CH:25][CH:26]=[C:27]2[C:32]=1[N:31]=[CH:30][CH:29]=[CH:28]2. The catalyst is C(O)C. The product is [C:1]([C:4]1[C:9]([C:10]2[CH:15]=[CH:14][CH:13]=[CH:12][CH:11]=2)=[N:8][N:7]([CH2:16][CH3:17])[C:6](=[O:18])[C:5]=1[NH:19][C:23]1[CH:24]=[CH:25][CH:26]=[C:27]2[C:32]=1[N:31]=[CH:30][CH:29]=[CH:28]2)(=[O:3])[CH3:2]. The yield is 0.746. (3) The reactants are [CH3:1][O:2][C:3]1[CH:4]=[C:5]2[C:10](=[CH:11][C:12]=1[O:13][CH3:14])[C:9](=[O:15])[NH:8][CH2:7]/[C:6]/2=[CH:16]\[C:17]([NH:19][C:20]1[CH:29]=[CH:28][CH:27]=[CH:26][C:21]=1[C:22]([O:24]C)=[O:23])=[O:18].[Li+].[OH-]. The catalyst is CO.C1COCC1. The product is [CH3:1][O:2][C:3]1[CH:4]=[C:5]2[C:10](=[CH:11][C:12]=1[O:13][CH3:14])[C:9](=[O:15])[NH:8][CH2:7]/[C:6]/2=[CH:16]\[C:17]([NH:19][C:20]1[CH:29]=[CH:28][CH:27]=[CH:26][C:21]=1[C:22]([OH:24])=[O:23])=[O:18]. The yield is 0.930. (4) The reactants are [C:1]([O:5][C:6]([NH:8][C@H:9]([C:23]([O:25][CH3:26])=[O:24])[CH2:10][C:11]1[CH:16]=[CH:15][C:14]([CH2:17][CH2:18][CH2:19][C:20](=O)[CH3:21])=[CH:13][N:12]=1)=[O:7])([CH3:4])([CH3:3])[CH3:2].[NH2:27][C:28]1[C:33]([CH:34]=O)=[CH:32][CH:31]=[CH:30][N:29]=1.N1CCC[C@H]1C(O)=O. The catalyst is C(O)C. The product is [C:1]([O:5][C:6]([NH:8][C@H:9]([C:23]([O:25][CH3:26])=[O:24])[CH2:10][C:11]1[CH:16]=[CH:15][C:14]([CH2:17][CH2:18][CH2:19][C:20]2[CH:21]=[CH:34][C:33]3[C:28](=[N:29][CH:30]=[CH:31][CH:32]=3)[N:27]=2)=[CH:13][N:12]=1)=[O:7])([CH3:4])([CH3:3])[CH3:2]. The yield is 0.460. (5) The reactants are [OH:1][CH2:2][C:3](=[CH2:9])[C:4]([O:6][CH2:7][CH3:8])=[O:5].[Si:10](Cl)([C:13]([CH3:16])([CH3:15])[CH3:14])([CH3:12])[CH3:11].N1C=CN=C1. The catalyst is CN(C=O)C. The product is [Si:10]([O:1][CH2:2][C:3](=[CH2:9])[C:4]([O:6][CH2:7][CH3:8])=[O:5])([C:13]([CH3:16])([CH3:15])[CH3:14])([CH3:12])[CH3:11]. The yield is 0.730. (6) The product is [O:22]1[C:19]2[CH:20]=[CH:21][C:16]([NH:15][C:8]3[C:7]4[C:12](=[CH:13][CH:14]=[C:5]([S:2]([CH3:1])(=[O:4])=[O:3])[CH:6]=4)[N:11]=[CH:10][CH:9]=3)=[CH:17][C:18]=2[N:23]=[CH:27]1. The reactants are [CH3:1][S:2]([C:5]1[CH:6]=[C:7]2[C:12](=[CH:13][CH:14]=1)[N:11]=[CH:10][CH:9]=[C:8]2[NH:15][C:16]1[CH:21]=[CH:20][C:19]([OH:22])=[C:18]([N+:23]([O-])=O)[CH:17]=1)(=[O:4])=[O:3].Cl[C:27]1C2C(=CC=CC=2)N=CC=1.NC1C=CC(O)=C([N+]([O-])=O)C=1.C(O)C. The catalyst is CCOCC. The yield is 0.870.